Dataset: Catalyst prediction with 721,799 reactions and 888 catalyst types from USPTO. Task: Predict which catalyst facilitates the given reaction. (1) Product: [CH:27]1([C:26]2[N:25]=[C:24]3[NH:30][CH:31]=[C:32]([C:33]4[C:34]([CH3:47])=[N:35][N:36]([CH2:39][C:40]5[CH:45]=[CH:44][CH:43]=[C:42]([F:46])[CH:41]=5)[C:37]=4[CH3:38])[C:23]3=[CH:22][C:21]=2[C:15]2[CH:16]=[CH:17][C:18]([O:19][CH3:20])=[C:13]([NH:8][S:9]([CH3:12])(=[O:10])=[O:11])[CH:14]=2)[CH2:28][CH2:29]1. Reactant: C(OC([N:8]([C:13]1[CH:14]=[C:15]([C:21]2[CH:22]=[C:23]3[C:32]([C:33]4[C:34]([CH3:47])=[N:35][N:36]([CH2:39][C:40]5[CH:45]=[CH:44][CH:43]=[C:42]([F:46])[CH:41]=5)[C:37]=4[CH3:38])=[CH:31][N:30](C(OC(C)(C)C)=O)[C:24]3=[N:25][C:26]=2[CH:27]2[CH2:29][CH2:28]2)[CH:16]=[CH:17][C:18]=1[O:19][CH3:20])[S:9]([CH3:12])(=[O:11])=[O:10])=O)(C)(C)C. The catalyst class is: 89. (2) Reactant: [Br:1][C:2]1[CH:7]=[C:6](F)[C:5]([N+:9]([O-:11])=[O:10])=[CH:4][C:3]=1[F:12].CN.C[CH2:16][N:17](C(C)C)C(C)C.C(OCC)(=O)C. Product: [Br:1][C:2]1[C:3]([F:12])=[CH:4][C:5]([N+:9]([O-:11])=[O:10])=[C:6]([CH:7]=1)[NH:17][CH3:16]. The catalyst class is: 3. (3) Reactant: [Br:1][C:2]1[CH:11]=[CH:10][CH:9]=[C:8]2[C:3]=1[C:4](=[O:22])[N:5]([CH2:14][C:15]1[CH:20]=[CH:19][CH:18]=[CH:17][C:16]=1[Cl:21])[C:6]([CH2:12]Cl)=[N:7]2.C(=O)([O-])[O-].[K+].[K+].[Si]([O:36][C:37]1[CH:38]=[C:39]([C:43]2[C:51]3[C:46](=[N:47][CH:48]=[N:49][C:50]=3[NH2:52])[NH:45][N:44]=2)[CH:40]=[CH:41][CH:42]=1)(C(C)(C)C)(C)C. Product: [NH2:52][C:50]1[N:49]=[CH:48][N:47]=[C:46]2[N:45]([CH2:12][C:6]3[N:5]([CH2:14][C:15]4[CH:20]=[CH:19][CH:18]=[CH:17][C:16]=4[Cl:21])[C:4](=[O:22])[C:3]4[C:8](=[CH:9][CH:10]=[CH:11][C:2]=4[Br:1])[N:7]=3)[N:44]=[C:43]([C:39]3[CH:40]=[CH:41][CH:42]=[C:37]([OH:36])[CH:38]=3)[C:51]=12. The catalyst class is: 3. (4) Reactant: [C:1](O)(=[O:5])[C:2]([NH2:4])=[O:3].C(N1C=CN=C1)(N1C=CN=C1)=O.[NH:19]1[C:27]2[C:22](=[CH:23][CH:24]=[CH:25][CH:26]=2)[C@H:21]([CH2:28][CH2:29][N:30]2[CH2:35][CH2:34][N:33]([C:36]3[CH:37]=[C:38]4[C:42](=[CH:43][CH:44]=3)[NH:41][CH:40]=[CH:39]4)[CH2:32][CH2:31]2)[CH2:20]1. Product: [NH:41]1[C:42]2[C:38](=[CH:37][C:36]([N:33]3[CH2:32][CH2:31][N:30]([CH2:29][CH2:28][C@H:21]4[C:22]5[C:27](=[CH:26][CH:25]=[CH:24][CH:23]=5)[N:19]([C:1](=[O:5])[C:2]([NH2:4])=[O:3])[CH2:20]4)[CH2:35][CH2:34]3)=[CH:44][CH:43]=2)[CH:39]=[CH:40]1. The catalyst class is: 9. (5) Reactant: Br[C:2]1[N:3]=[C:4]([CH:7]([O:20][Si:21]([C:24]([CH3:27])([CH3:26])[CH3:25])([CH3:23])[CH3:22])[CH2:8][CH2:9][CH2:10][CH2:11][CH2:12][CH2:13][C:14]2[CH:19]=[CH:18][CH:17]=[CH:16][CH:15]=2)[O:5][CH:6]=1.[CH3:28]I. Product: [Si:21]([O:20][CH:7]([C:4]1[O:5][CH:6]=[C:2]([CH3:28])[N:3]=1)[CH2:8][CH2:9][CH2:10][CH2:11][CH2:12][CH2:13][C:14]1[CH:19]=[CH:18][CH:17]=[CH:16][CH:15]=1)([C:24]([CH3:27])([CH3:26])[CH3:25])([CH3:23])[CH3:22]. The catalyst class is: 1. (6) Reactant: [Br:1][C:2]1[C:3]([OH:22])=[C:4]([C:19](O)=[O:20])[C:5]2[N:6]=[C:7]([C:13]3[CH:18]=[CH:17][CH:16]=[CH:15][CH:14]=3)[C:8](=[O:12])[NH:9][C:10]=2[CH:11]=1.Cl.C([NH:26][CH2:27][C:28]([OH:30])=[O:29])C.[CH2:31](N(CC)CC)[CH3:32].C1CN([P+](ON2N=NC3C=CC=CC2=3)(N2CCCC2)N2CCCC2)CC1.F[P-](F)(F)(F)(F)F. Product: [Br:1][C:2]1[CH:11]=[C:10]2[C:5]([N:6]=[C:7]([C:13]3[CH:18]=[CH:17][CH:16]=[CH:15][CH:14]=3)[C:8](=[O:12])[NH:9]2)=[C:4]([C:19]([NH:26][CH2:27][C:28]([O:30][CH2:31][CH3:32])=[O:29])=[O:20])[C:3]=1[OH:22]. The catalyst class is: 9. (7) Reactant: [Cl:1][C:2]1[CH:3]=[C:4]([CH:37]=[CH:38][C:39]=1[F:40])[CH2:5][N:6]1[CH2:15][CH2:14][C:13]2[C:8](=[C:9]([O:34]C)[C:10](=[O:33])[N:11]3[CH2:21][CH2:20][CH2:19][CH2:18][N:17]([CH2:22][CH2:23][O:24][CH2:25][C:26]4C=CC=CC=4)[C:16](=[O:32])[C:12]3=2)[C:7]1=[O:36].Br.C(O)(=[O:44])C. Product: [Cl:1][C:2]1[CH:3]=[C:4]([CH:37]=[CH:38][C:39]=1[F:40])[CH2:5][N:6]1[CH2:15][CH2:14][C:13]2[C:8](=[C:9]([OH:34])[C:10](=[O:33])[N:11]3[CH2:21][CH2:20][CH2:19][CH2:18][N:17]([CH2:22][CH2:23][O:24][C:25](=[O:44])[CH3:26])[C:16](=[O:32])[C:12]3=2)[C:7]1=[O:36]. The catalyst class is: 12. (8) Reactant: Cl[C:2]1[N:7]2[N:8]=[C:9]([C:17]3[CH:22]=[CH:21][C:20]([F:23])=[CH:19][CH:18]=3)[C:10]([C:11]3[CH:16]=[CH:15][N:14]=[CH:13][CH:12]=3)=[C:6]2[CH:5]=[CH:4][CH:3]=1.[NH:24]1[CH:28]=[CH:27][N:26]=[CH:25]1. Product: [F:23][C:20]1[CH:21]=[CH:22][C:17]([C:9]2[C:10]([C:11]3[CH:16]=[CH:15][N:14]=[CH:13][CH:12]=3)=[C:6]3[CH:5]=[CH:4][CH:3]=[C:2]([N:24]4[CH:28]=[CH:27][N:26]=[CH:25]4)[N:7]3[N:8]=2)=[CH:18][CH:19]=1. The catalyst class is: 16.